From a dataset of Full USPTO retrosynthesis dataset with 1.9M reactions from patents (1976-2016). Predict the reactants needed to synthesize the given product. (1) Given the product [Br:33][CH2:34][CH2:35][O:36][CH2:37][CH2:38][O:26][C:23]1[CH:22]=[CH:21][C:20]([CH2:19][C:3]2[CH:4]=[C:5]([C@H:8]3[C@H:13]([OH:14])[C@@H:12]([OH:15])[C@H:11]([OH:16])[C@@H:10]([CH2:17][OH:18])[O:9]3)[CH:6]=[CH:7][C:2]=2[Cl:1])=[CH:25][CH:24]=1, predict the reactants needed to synthesize it. The reactants are: [Cl:1][C:2]1[CH:7]=[CH:6][C:5]([C@H:8]2[C@H:13]([OH:14])[C@@H:12]([OH:15])[C@H:11]([OH:16])[C@@H:10]([CH2:17][OH:18])[O:9]2)=[CH:4][C:3]=1[CH2:19][C:20]1[CH:25]=[CH:24][C:23]([OH:26])=[CH:22][CH:21]=1.C(=O)([O-])[O-].[Cs+].[Cs+].[Br:33][CH2:34][CH2:35][O:36][CH2:37][CH2:38]Br. (2) Given the product [Cl:1][CH2:2][CH2:3][O:4][C:5]1[CH:13]=[CH:12][CH:11]=[C:10]2[C:6]=1[CH:7]=[N:8][N:9]2[S:22]([C:16]1[CH:21]=[CH:20][CH:19]=[CH:18][CH:17]=1)(=[O:24])=[O:23], predict the reactants needed to synthesize it. The reactants are: [Cl:1][CH2:2][CH2:3][O:4][C:5]1[CH:13]=[CH:12][CH:11]=[C:10]2[C:6]=1[CH:7]=[N:8][NH:9]2.[H-].[Na+].[C:16]1([S:22](Cl)(=[O:24])=[O:23])[CH:21]=[CH:20][CH:19]=[CH:18][CH:17]=1. (3) Given the product [O:4]=[C:5]1[CH2:6][CH2:7][N:8]([C:11]2[CH:16]=[CH:15][C:14]([NH:17][S:18]([C:21]3[CH:26]=[CH:25][C:24]([NH:27][C:28](=[O:30])[CH3:29])=[CH:23][CH:22]=3)(=[O:19])=[O:20])=[CH:13][CH:12]=2)[CH2:9][CH2:10]1, predict the reactants needed to synthesize it. The reactants are: O1[C:5]2([CH2:10][CH2:9][N:8]([C:11]3[CH:16]=[CH:15][C:14]([NH:17][S:18]([C:21]4[CH:26]=[CH:25][C:24]([NH:27][C:28](=[O:30])[CH3:29])=[CH:23][CH:22]=4)(=[O:20])=[O:19])=[CH:13][CH:12]=3)[CH2:7][CH2:6]2)[O:4]CC1.Cl. (4) The reactants are: [NH2:1][C:2]1[CH:9]=[C:8](F)[C:5]([C:6]#[N:7])=[CH:4][N:3]=1.[F:11][CH2:12][CH2:13][OH:14]. Given the product [NH2:1][C:2]1[CH:9]=[C:8]([O:14][CH2:13][CH2:12][F:11])[C:5]([C:6]#[N:7])=[CH:4][N:3]=1, predict the reactants needed to synthesize it.